From a dataset of Full USPTO retrosynthesis dataset with 1.9M reactions from patents (1976-2016). Predict the reactants needed to synthesize the given product. (1) Given the product [OH:1][C:2]1[CH:3]=[CH:4][C:5]([O:6][C:7]2[CH:8]=[CH:9][C:10]([CH2:14][C:15]([O:17][CH3:18])=[O:16])=[CH:11][C:12]=2[I:13])=[CH:20][CH:21]=1, predict the reactants needed to synthesize it. The reactants are: [OH:1][C:2]1[CH:21]=[CH:20][C:5]([O:6][C:7]2[C:12]([I:13])=[CH:11][C:10]([CH2:14][C:15]([O:17][CH3:18])=[O:16])=[CH:9][C:8]=2I)=[CH:4][CH:3]=1.C(=O)([O-])[O-].[K+].[K+]. (2) Given the product [F:1][C:2]1[CH:3]=[CH:4][C:5]([C:8]2[O:12][N:11]=[C:10]([C:13](=[O:15])[CH3:14])[N:9]=2)=[CH:6][CH:7]=1, predict the reactants needed to synthesize it. The reactants are: [F:1][C:2]1[CH:7]=[CH:6][C:5]([C:8]2[O:12][N:11]=[C:10]([CH:13]([OH:15])[CH3:14])[N:9]=2)=[CH:4][CH:3]=1.CC(OI1(OC(C)=O)(OC(C)=O)OC(=O)C2C=CC=CC1=2)=O. (3) Given the product [F:27][C:21]1[CH:22]=[C:23]([F:26])[CH:24]=[CH:25][C:20]=1[N:16]1[C:15]([C:9]2[S:8][C:7]3[C:6]4[N:28]=[C:2]([NH:36][CH2:35][C:34]5[CH:37]=[CH:38][C:31]([O:30][CH3:29])=[CH:32][CH:33]=5)[CH:3]=[CH:4][C:5]=4[O:14][CH2:13][CH2:12][C:11]=3[CH:10]=2)=[N:19][CH:18]=[N:17]1, predict the reactants needed to synthesize it. The reactants are: Cl[C:2]1[CH:3]=[CH:4][C:5]2[O:14][CH2:13][CH2:12][C:11]3[CH:10]=[C:9]([C:15]4[N:16]([C:20]5[CH:25]=[CH:24][C:23]([F:26])=[CH:22][C:21]=5[F:27])[N:17]=[CH:18][N:19]=4)[S:8][C:7]=3[C:6]=2[N:28]=1.[CH3:29][O:30][C:31]1[CH:38]=[CH:37][C:34]([CH2:35][NH2:36])=[CH:33][CH:32]=1.CC(C1C=C(C(C)C)C(C2C=CC=CC=2P(C2CCCCC2)C2CCCCC2)=C(C(C)C)C=1)C.C(O[Na])(C)(C)C. (4) Given the product [F:16][C:17]([F:30])([F:29])[S:18]([O:15][C:9]1[C:10]([F:14])=[CH:11][CH:12]=[CH:13][C:8]=1[Cl:7])(=[O:20])=[O:19], predict the reactants needed to synthesize it. The reactants are: N1C=CC=CC=1.[Cl:7][C:8]1[CH:13]=[CH:12][CH:11]=[C:10]([F:14])[C:9]=1[OH:15].[F:16][C:17]([F:30])([F:29])[S:18](O[S:18]([C:17]([F:30])([F:29])[F:16])(=[O:20])=[O:19])(=[O:20])=[O:19]. (5) Given the product [CH:74]([N:43]([CH:40]([CH3:42])[CH3:41])[CH2:44][CH2:45][O:46][C:47]1[CH:52]=[CH:51][C:50]([O:53][C:54]2[C:63]3[CH2:62][CH:61]([C:64]4[CH:69]=[CH:68][C:67]([OH:70])=[CH:66][CH:65]=4)[CH2:60][CH2:59][C:58]=3[CH:57]=[C:56]([OH:72])[CH:55]=2)=[CH:49][CH:48]=1)([CH3:75])[CH3:76], predict the reactants needed to synthesize it. The reactants are: COC1C=C(OC2C=CC(O)=CC=2)C2CC(C3C=CC(OC)=CC=3)CCC=2C=1.Cl.ClCCN(C(C)C)C(C)C.[CH:40]([N:43]([CH:74]([CH3:76])[CH3:75])[CH2:44][CH2:45][O:46][C:47]1[CH:52]=[CH:51][C:50]([O:53][C:54]2[C:63]3[CH2:62][CH:61]([C:64]4[CH:69]=[CH:68][C:67]([O:70]C)=[CH:66][CH:65]=4)[CH2:60][CH2:59][C:58]=3[CH:57]=[C:56]([O:72]C)[CH:55]=2)=[CH:49][CH:48]=1)([CH3:42])[CH3:41].